Dataset: Catalyst prediction with 721,799 reactions and 888 catalyst types from USPTO. Task: Predict which catalyst facilitates the given reaction. (1) Reactant: C(OC([NH:11][CH2:12][CH2:13][C:14]1[CH:19]=[CH:18][C:17]([CH2:20][C@H:21]([O:27][CH2:28][CH3:29])[C:22]([O:24][CH2:25][CH3:26])=[O:23])=[CH:16][CH:15]=1)=O)C1C=CC=CC=1. Product: [NH2:11][CH2:12][CH2:13][C:14]1[CH:19]=[CH:18][C:17]([CH2:20][C@H:21]([O:27][CH2:28][CH3:29])[C:22]([O:24][CH2:25][CH3:26])=[O:23])=[CH:16][CH:15]=1. The catalyst class is: 78. (2) Product: [Cl:1][C:2]1[CH:3]=[N+:4]([O-:12])[CH:5]=[CH:6][C:7]=1[C:8]([F:9])([F:11])[F:10]. Reactant: [Cl:1][C:2]1[CH:3]=[N:4][CH:5]=[CH:6][C:7]=1[C:8]([F:11])([F:10])[F:9].[OH:12]O. The catalyst class is: 52.